From a dataset of Peptide-MHC class I binding affinity with 185,985 pairs from IEDB/IMGT. Regression. Given a peptide amino acid sequence and an MHC pseudo amino acid sequence, predict their binding affinity value. This is MHC class I binding data. (1) The peptide sequence is SFNCGGEFF. The binding affinity (normalized) is 0. The MHC is HLA-B44:03 with pseudo-sequence HLA-B44:03. (2) The peptide sequence is YTFTSLFSL. The MHC is HLA-A02:01 with pseudo-sequence HLA-A02:01. The binding affinity (normalized) is 0.945.